Dataset: Full USPTO retrosynthesis dataset with 1.9M reactions from patents (1976-2016). Task: Predict the reactants needed to synthesize the given product. (1) Given the product [OH:16][B:15]1[CH:14]([NH:28][C:29](=[O:37])[CH2:30][CH2:31][C:32]2[S:36][CH:35]=[N:34][CH:33]=2)[CH2:13][C:9]2[CH:10]=[CH:11][CH:12]=[C:7]([C:6]([OH:5])=[O:40])[C:8]=2[O:38]1, predict the reactants needed to synthesize it. The reactants are: C([O:5][C:6](=[O:40])[C:7]1[CH:12]=[CH:11][CH:10]=[C:9]([CH2:13][CH:14]([NH:28][C:29](=[O:37])[CH2:30][CH2:31][C:32]2[S:36][CH:35]=[N:34][CH:33]=2)[B:15]2OC3C(C)(C4CC(C3)C4(C)C)[O:16]2)[C:8]=1[O:38]C)(C)(C)C.B(Br)(Br)Br. (2) Given the product [Br:19][C:20]1[CH:28]=[CH:27][C:23]([C:24]([N:2]([CH3:1])[C@@H:3]([CH2:10][CH3:11])[CH2:4][N:5]2[CH2:9][CH2:8][CH2:7][CH2:6]2)=[O:25])=[CH:22][CH:21]=1, predict the reactants needed to synthesize it. The reactants are: [CH3:1][NH:2][C@@H:3]([CH2:10][CH3:11])[CH2:4][N:5]1[CH2:9][CH2:8][CH2:7][CH2:6]1.CN1CCOCC1.[Br:19][C:20]1[CH:28]=[CH:27][C:23]([C:24](Cl)=[O:25])=[CH:22][CH:21]=1. (3) Given the product [NH:18]1[C:19]2[C:15](=[CH:14][CH:13]=[C:12]([NH:11][C:9]3[N:10]=[C:5]([NH:4][CH2:3][C:2]([F:32])([F:33])[F:1])[C:6]4[O:31][CH:30]=[CH:29][C:7]=4[N:8]=3)[CH:20]=2)[CH:16]=[N:17]1, predict the reactants needed to synthesize it. The reactants are: [F:1][C:2]([F:33])([F:32])[CH2:3][NH:4][C:5]1[C:6]2[O:31][CH:30]=[CH:29][C:7]=2[N:8]=[C:9]([NH:11][C:12]2[CH:20]=[C:19]3[C:15]([CH:16]=[N:17][N:18]3COCC[Si](C)(C)C)=[CH:14][CH:13]=2)[N:10]=1.C(O)(C(F)(F)F)=O. (4) Given the product [CH3:1][O:2][C:3]1[N:8]=[C:7]([C:9]2[CH:14]=[CH:13][CH:12]=[CH:11][CH:10]=2)[N:6]=[C:5]([O:15][CH:16]2[CH2:33][CH:32]3[CH:18]([C:19](=[O:39])[N:20]([CH3:38])[CH2:21][CH2:22][CH2:23][CH2:24][CH:25]=[CH:26][CH:27]4[C:29]([C:35]([NH:60][S:57]([C:51]5[CH:56]=[CH:55][CH:54]=[CH:53][CH:52]=5)(=[O:59])=[O:58])=[O:37])([NH:30][C:31]3=[O:34])[CH2:28]4)[CH2:17]2)[CH:4]=1, predict the reactants needed to synthesize it. The reactants are: [CH3:1][O:2][C:3]1[N:8]=[C:7]([C:9]2[CH:14]=[CH:13][CH:12]=[CH:11][CH:10]=2)[N:6]=[C:5]([O:15][CH:16]2[CH2:33][CH:32]3[CH:18]([C:19](=[O:39])[N:20]([CH3:38])[CH2:21][CH2:22][CH2:23][CH2:24][CH:25]=[CH:26][CH:27]4[C:29]([C:35]([OH:37])=O)([NH:30][C:31]3=[O:34])[CH2:28]4)[CH2:17]2)[CH:4]=1.CCN=C=NCCCN(C)C.[C:51]1([S:57]([NH2:60])(=[O:59])=[O:58])[CH:56]=[CH:55][CH:54]=[CH:53][CH:52]=1.C1CCN2C(=NCCC2)CC1.C(O)(=O)CC(CC(O)=O)(C(O)=O)O.